From a dataset of CYP1A2 inhibition data for predicting drug metabolism from PubChem BioAssay. Regression/Classification. Given a drug SMILES string, predict its absorption, distribution, metabolism, or excretion properties. Task type varies by dataset: regression for continuous measurements (e.g., permeability, clearance, half-life) or binary classification for categorical outcomes (e.g., BBB penetration, CYP inhibition). Dataset: cyp1a2_veith. (1) The molecule is O=C(O)c1cscc1Cc1cccs1. The result is 0 (non-inhibitor). (2) The molecule is COc1ccc(Oc2ncc3ncc(=O)n(C)c3n2)cc1. The result is 1 (inhibitor). (3) The drug is CCOc1ccccc1NC(=O)CCC(=O)O. The result is 0 (non-inhibitor). (4) The drug is Cc1nc2sccc2c(=O)n1-c1cccc(Cl)c1. The result is 1 (inhibitor).